This data is from Full USPTO retrosynthesis dataset with 1.9M reactions from patents (1976-2016). The task is: Predict the reactants needed to synthesize the given product. (1) Given the product [ClH:40].[CH3:1][O:2][C:3]1[C:10]([C:11]2[S:12][CH:13]=[CH:14][CH:15]=2)=[CH:9][C:6](/[CH:7]=[CH:26]/[C:25]([C:28]2[CH:36]=[CH:35][C:31]([C:32]([OH:34])=[O:33])=[CH:30][CH:29]=2)=[O:27])=[C:5]([O:16][CH2:17][CH2:18][N:19]2[CH2:24][CH2:23][O:22][CH2:21][CH2:20]2)[CH:4]=1, predict the reactants needed to synthesize it. The reactants are: [CH3:1][O:2][C:3]1[C:10]([C:11]2[S:12][CH:13]=[CH:14][CH:15]=2)=[CH:9][C:6]([CH:7]=O)=[C:5]([O:16][CH2:17][CH2:18][N:19]2[CH2:24][CH2:23][O:22][CH2:21][CH2:20]2)[CH:4]=1.[C:25]([C:28]1[CH:36]=[CH:35][C:31]([C:32]([OH:34])=[O:33])=[CH:30][CH:29]=1)(=[O:27])[CH3:26].C[O-].[Li+].[ClH:40]. (2) Given the product [F:1][C:2]1[CH:7]=[CH:6][C:5]([C:12]2[CH:17]=[CH:16][CH:15]=[C:14]([NH:18][S:19]([C:22]3[CH:27]=[CH:26][C:25]([N+:28]([O-:30])=[O:29])=[CH:24][CH:23]=3)(=[O:21])=[O:20])[CH:13]=2)=[CH:4][CH:3]=1, predict the reactants needed to synthesize it. The reactants are: [F:1][C:2]1[CH:7]=[CH:6][C:5](B(O)O)=[CH:4][CH:3]=1.Br[C:12]1[CH:13]=[C:14]([NH:18][S:19]([C:22]2[CH:27]=[CH:26][C:25]([N+:28]([O-:30])=[O:29])=[CH:24][CH:23]=2)(=[O:21])=[O:20])[CH:15]=[CH:16][CH:17]=1.C([O-])([O-])=O.[Cs+].[Cs+]. (3) Given the product [CH2:18]([O:23][C:11]1[CH:16]=[C:15]([O:7][CH:5]([CH3:6])[C:4]([Cl:9])([Cl:8])[Cl:3])[N:14]=[CH:13][N:12]=1)[C:19]#[C:20][CH2:21][CH3:22], predict the reactants needed to synthesize it. The reactants are: [H-].[Na+].[Cl:3][C:4]([Cl:9])([Cl:8])[CH:5]([OH:7])[CH3:6].Cl[C:11]1[CH:16]=[C:15](Cl)[N:14]=[CH:13][N:12]=1.[CH2:18]([OH:23])[C:19]#[C:20][CH2:21][CH3:22].[Cl-].[NH4+]. (4) Given the product [CH2:1]([S:8][C:9]1[S:13][C:12]2=[N:14][CH:16]=[CH:17][N:11]2[N:10]=1)[C:2]1[CH:3]=[CH:4][CH:5]=[CH:6][CH:7]=1, predict the reactants needed to synthesize it. The reactants are: [CH2:1]([S:8][C:9]1[S:13][C:12]([NH2:14])=[N:11][N:10]=1)[C:2]1[CH:7]=[CH:6][CH:5]=[CH:4][CH:3]=1.Cl[CH2:16][CH:17]=O.